Dataset: Forward reaction prediction with 1.9M reactions from USPTO patents (1976-2016). Task: Predict the product of the given reaction. (1) The product is: [Br:1][C:2]1[CH:3]=[C:4]2[C:9]([C:13]3[CH:18]=[CH:17][CH:16]=[CH:15][CH:14]=3)=[CH:10][NH:8][C:5]2=[N:6][CH:7]=1. Given the reactants [Br:1][C:2]1[CH:3]=[C:4]([C:9]([C:13]2[CH:18]=[CH:17][CH:16]=[CH:15][CH:14]=2)=[CH:10]OC)[C:5]([NH2:8])=[N:6][CH:7]=1.Cl(O)(=O)(=O)=O.C(N(CC)CC)C, predict the reaction product. (2) Given the reactants [CH3:1][C@H:2]([CH:30]=C)[C:3]([NH:5][C:6]1[CH:7]=[N:8][CH:9]=[CH:10][C:11]=1[C:12]1[CH:17]=[CH:16][N:15]=[C:14]([C@@H:18]([NH:22][C:23](=[O:29])[O:24][C:25]([CH3:28])([CH3:27])[CH3:26])[CH2:19][CH:20]=C)[CH:13]=1)=[O:4].CC1C=CC(S(O)(=O)=O)=CC=1.C([O-])(O)=O.[Na+], predict the reaction product. The product is: [CH3:30][C@H:2]1[C:3](=[O:4])[NH:5][C:6]2[CH:7]=[N:8][CH:9]=[CH:10][C:11]=2[C:12]2[CH:17]=[CH:16][N:15]=[C:14]([CH:13]=2)[C@@H:18]([NH:22][C:23](=[O:29])[O:24][C:25]([CH3:26])([CH3:27])[CH3:28])[CH2:19][CH:20]=[CH:1]1. (3) The product is: [CH3:1][O:2][C:3]1[C:11]2[CH:10]=[C:9]([C:17]3[N:18]([CH3:22])[CH:19]=[CH:20][N:21]=3)[O:8][C:7]=2[CH:6]=[CH:5][CH:4]=1. Given the reactants [CH3:1][O:2][C:3]1[C:11]2[CH:10]=[C:9]([Sn](C)(C)C)[O:8][C:7]=2[CH:6]=[CH:5][CH:4]=1.Br[C:17]1[N:18]([CH3:22])[CH:19]=[CH:20][N:21]=1, predict the reaction product. (4) Given the reactants [C:1]([C:3]1[CH:4]=[CH:5][C:6]2[O:10][C:9]([CH:11]([C:17]3[C:25]([O:26][CH3:27])=[CH:24][C:23]([CH3:28])=[C:22]4[C:18]=3[CH:19]=[CH:20][N:21]4C(OC(C)(C)C)=O)[CH2:12][C:13]([O:15]C)=[O:14])=[N:8][C:7]=2[CH:36]=1)#[N:2].C(=O)([O-])[O-].[Cs+].[Cs+].Cl, predict the reaction product. The product is: [C:1]([C:3]1[CH:4]=[CH:5][C:6]2[O:10][C:9]([CH:11]([C:17]3[C:25]([O:26][CH3:27])=[CH:24][C:23]([CH3:28])=[C:22]4[C:18]=3[CH:19]=[CH:20][NH:21]4)[CH2:12][C:13]([OH:15])=[O:14])=[N:8][C:7]=2[CH:36]=1)#[N:2]. (5) Given the reactants [CH2:1]([O:3][C:4]([C:6]1[C:7]2[S:15][CH:14]=[C:13]([CH2:16][O:17][C:18]3[CH:23]=[C:22]([C:24]4[N:28]([CH2:29]C5C=CC(OC)=CC=5)[C:27](C)=[N:26][N:25]=4)[CH:21]=[CH:20][C:19]=3[CH3:39])[C:8]=2[C:9]([Cl:12])=[N:10][CH:11]=1)=[O:5])[CH3:2].FC(F)(F)C(O)=O.C1(OC)C=CC=CC=1.S(=O)(=O)(O)O, predict the reaction product. The product is: [CH2:1]([O:3][C:4]([C:6]1[C:7]2[S:15][CH:14]=[C:13]([CH2:16][O:17][C:18]3[CH:23]=[C:22]([C:24]4[N:28]([CH3:29])[CH:27]=[N:26][N:25]=4)[CH:21]=[CH:20][C:19]=3[CH3:39])[C:8]=2[C:9]([Cl:12])=[N:10][CH:11]=1)=[O:5])[CH3:2]. (6) Given the reactants C[Si](C)(C)CCOC[N:7]1[C:11]([CH2:12][C:13]([O:15][CH2:16][N:17]2[C:25]3[C:20](=[CH:21][CH:22]=[C:23]([C:26]([F:29])([F:28])[F:27])[CH:24]=3)[C@@:19]([C:31]3[CH:36]=[C:35]([Cl:37])[CH:34]=[CH:33][C:32]=3[O:38][CH3:39])([F:30])[C:18]2=[O:40])=[O:14])=[N:10][N:9]=[N:8]1, predict the reaction product. The product is: [NH:10]1[C:11]([CH2:12][C:13]([O:15][CH2:16][N:17]2[C:25]3[C:20](=[CH:21][CH:22]=[C:23]([C:26]([F:27])([F:28])[F:29])[CH:24]=3)[C@@:19]([C:31]3[CH:36]=[C:35]([Cl:37])[CH:34]=[CH:33][C:32]=3[O:38][CH3:39])([F:30])[C:18]2=[O:40])=[O:14])=[N:7][N:8]=[N:9]1.